The task is: Predict the reaction yield, written as a fraction of the theoretical maximum amount of product (1.0 means a 100% yield; for example, 0.34 means a 34% yield).. This data is from Reaction yield outcomes from USPTO patents with 853,638 reactions. (1) The reactants are F[C:2]1[N:11]=[C:10]2[C:5]([C:6]([CH3:14])([CH3:13])[CH2:7][C:8](=[O:12])[NH:9]2)=[CH:4][CH:3]=1.[C:15]1([N:25]2[CH2:30][CH2:29][N:28]([CH2:31][CH2:32][CH2:33][CH2:34][OH:35])[CH2:27][CH2:26]2)[C:24]2[C:19](=[CH:20][CH:21]=[CH:22][CH:23]=2)[CH:18]=[CH:17][CH:16]=1.CC(C)([O-])C.[Na+]. The catalyst is CN1C(=O)CCC1. The product is [CH3:13][C:6]1([CH3:14])[C:5]2[C:10](=[N:11][C:2]([O:35][CH2:34][CH2:33][CH2:32][CH2:31][N:28]3[CH2:29][CH2:30][N:25]([C:15]4[C:24]5[C:19](=[CH:20][CH:21]=[CH:22][CH:23]=5)[CH:18]=[CH:17][CH:16]=4)[CH2:26][CH2:27]3)=[CH:3][CH:4]=2)[NH:9][C:8](=[O:12])[CH2:7]1. The yield is 0.480. (2) The reactants are C([NH:9][C:10]([NH:12][C:13]1[C:18]([O:19][C:20]2[CH:25]=[CH:24][CH:23]=[CH:22][CH:21]=2)=[CH:17][C:16]([C:26]([F:29])([F:28])[F:27])=[CH:15][N:14]=1)=[S:11])(=O)C1C=CC=CC=1.[OH-].[Na+]. The catalyst is CO. The product is [O:19]([C:18]1[C:13]([NH:12][C:10]([NH2:9])=[S:11])=[N:14][CH:15]=[C:16]([C:26]([F:29])([F:27])[F:28])[CH:17]=1)[C:20]1[CH:21]=[CH:22][CH:23]=[CH:24][CH:25]=1. The yield is 0.852. (3) The reactants are O[C:2]1([C:18]([O:20][CH2:21][CH3:22])=[O:19])[N:10](C(OC(C)(C)C)=O)[C:5]2=[N:6][CH:7]=[CH:8][CH:9]=[C:4]2[CH2:3]1.C([O-])([O-])=O.[K+].[K+]. The catalyst is Cl. The product is [NH:10]1[C:5]2=[N:6][CH:7]=[CH:8][CH:9]=[C:4]2[CH:3]=[C:2]1[C:18]([O:20][CH2:21][CH3:22])=[O:19]. The yield is 1.00. (4) The reactants are [CH3:1][C:2]1[CH:15]=[C:14]2[C:5]([O:6][CH2:7][CH2:8][N:9]3[C:13]2=[N:12][C:11]([C:16]2[N:20]([CH:21]([CH3:23])[CH3:22])[N:19]=[CH:18][N:17]=2)=[CH:10]3)=[CH:4][C:3]=1[C:24](=[O:26])[CH3:25].[CH3:27][N:28]([CH:30](OC)OC)[CH3:29]. No catalyst specified. The product is [CH3:27][N:28]([CH3:30])/[CH:29]=[CH:25]/[C:24]([C:3]1[CH:4]=[C:5]2[C:14](=[CH:15][C:2]=1[CH3:1])[C:13]1[N:9]([CH:10]=[C:11]([C:16]3[N:20]([CH:21]([CH3:23])[CH3:22])[N:19]=[CH:18][N:17]=3)[N:12]=1)[CH2:8][CH2:7][O:6]2)=[O:26]. The yield is 0.770.